From a dataset of Full USPTO retrosynthesis dataset with 1.9M reactions from patents (1976-2016). Predict the reactants needed to synthesize the given product. Given the product [NH2:1][C:2]1[N:7]=[C:6]2[O:8][C:9]3[C:14]([CH2:15][C:5]2=[C:4]([NH2:19])[C:3]=1[C:20]#[N:21])=[CH:13][C:12]([NH2:16])=[CH:11][CH:10]=3, predict the reactants needed to synthesize it. The reactants are: [NH2:1][C:2]1[N:7]=[C:6]2[O:8][C:9]3[C:14]([CH2:15][C:5]2=[C:4]([NH2:19])[C:3]=1[C:20]#[N:21])=[CH:13][C:12]([N+:16]([O-])=O)=[CH:11][CH:10]=3.